From a dataset of Full USPTO retrosynthesis dataset with 1.9M reactions from patents (1976-2016). Predict the reactants needed to synthesize the given product. Given the product [CH3:14][O:15][C:16](=[O:25])[C@@H:17]([CH:18]1[CH2:23][CH2:22][CH2:21][CH2:20][CH2:19]1)[NH:24][C:6](=[O:7])[C:5]1[CH:9]=[CH:10][CH:11]=[CH:12][C:4]=1[N+:1]([O-:3])=[O:2], predict the reactants needed to synthesize it. The reactants are: [N+:1]([C:4]1[CH:12]=[CH:11][CH:10]=[CH:9][C:5]=1[C:6](Cl)=[O:7])([O-:3])=[O:2].Cl.[CH3:14][O:15][C:16](=[O:25])[C@H:17]([NH2:24])[CH:18]1[CH2:23][CH2:22][CH2:21][CH2:20][CH2:19]1.C(N(C(C)C)CC)(C)C.